Task: Predict the product of the given reaction.. Dataset: Forward reaction prediction with 1.9M reactions from USPTO patents (1976-2016) (1) Given the reactants [CH3:1][O:2][C:3]1[CH:4]=[CH:5][CH:6]=[C:7]2[C:12]=1[CH:11]([NH:13][C:14]1[CH:23]=[CH:22][C:21]3[C:16](=[CH:17][CH:18]=[C:19]([NH2:24])[CH:20]=3)[N:15]=1)[CH2:10][CH2:9][CH2:8]2.[N:25]1([CH2:31][C:32](O)=[O:33])[CH2:30][CH2:29][O:28][CH2:27][CH2:26]1, predict the reaction product. The product is: [CH3:1][O:2][C:3]1[CH:4]=[CH:5][CH:6]=[C:7]2[C:12]=1[CH:11]([NH:13][C:14]1[CH:23]=[CH:22][C:21]3[C:16](=[CH:17][CH:18]=[C:19]([NH:24][C:32](=[O:33])[CH2:31][N:25]4[CH2:30][CH2:29][O:28][CH2:27][CH2:26]4)[CH:20]=3)[N:15]=1)[CH2:10][CH2:9][CH2:8]2. (2) Given the reactants C[O:2][C:3](=[O:38])[CH:4]([O:36][CH3:37])[CH2:5][C:6]1[CH:15]=[C:14]([O:16][CH2:17][CH2:18][C:19]2[C:20]([CH3:35])=[N:21][C:22]([C:25]3[CH:30]=[CH:29][C:28]([C:31]([F:34])([F:33])[F:32])=[CH:27][CH:26]=3)=[CH:23][CH:24]=2)[C:13]2[C:8](=[CH:9][CH:10]=[CH:11][CH:12]=2)[CH:7]=1.[Li+].[OH-], predict the reaction product. The product is: [CH3:37][O:36][CH:4]([CH2:5][C:6]1[CH:15]=[C:14]([O:16][CH2:17][CH2:18][C:19]2[C:20]([CH3:35])=[N:21][C:22]([C:25]3[CH:30]=[CH:29][C:28]([C:31]([F:32])([F:34])[F:33])=[CH:27][CH:26]=3)=[CH:23][CH:24]=2)[C:13]2[C:8](=[CH:9][CH:10]=[CH:11][CH:12]=2)[CH:7]=1)[C:3]([OH:38])=[O:2]. (3) Given the reactants [OH-].[NH4+:2].[CH3:3][N:4]([N:6]=[N:7][C:8]1[CH:9]=[C:10]([C:14]([O:16]C)=O)[Se:11][C:12]=1[CH3:13])[CH3:5].O, predict the reaction product. The product is: [CH3:3][N:4]([N:6]=[N:7][C:8]1[CH:9]=[C:10]([C:14]([NH2:2])=[O:16])[Se:11][C:12]=1[CH3:13])[CH3:5].